Dataset: Catalyst prediction with 721,799 reactions and 888 catalyst types from USPTO. Task: Predict which catalyst facilitates the given reaction. (1) Reactant: [OH:1][C:2]12[C:13]3[C:8](=[CH:9][CH:10]=[CH:11][CH:12]=3)[C:7](=O)[C:6]1([OH:15])[C:5]1[CH:16]=[CH:17][C:18]([CH:20]([CH3:22])[CH3:21])=[CH:19][C:4]=1[O:3]2.O.[NH2:24][NH2:25]. Product: [N:24](=[C:7]1[C:6]2([OH:15])[C:2]([OH:1])([O:3][C:4]3[CH:19]=[C:18]([CH:20]([CH3:22])[CH3:21])[CH:17]=[CH:16][C:5]=32)[C:13]2[C:8]1=[CH:9][CH:10]=[CH:11][CH:12]=2)[NH2:25]. The catalyst class is: 11. (2) Reactant: [Cl:1][C:2]1[CH:7]=[CH:6][C:5]([N:8]([C@H:12]2[C:21]3[C:16](=[CH:17][CH:18]=[CH:19][CH:20]=3)[N:15]([C:22](=[O:30])[C:23]3[CH:28]=[CH:27][C:26]([OH:29])=[CH:25][CH:24]=3)[C@@H:14]([CH3:31])[CH2:13]2)[C:9](=[O:11])[CH3:10])=[CH:4][CH:3]=1.C([O-])([O-])=O.[K+].[K+].[CH2:38]([O:40][C:41]([C:43]1[N:44]([CH2:48][CH2:49][CH2:50]Br)[CH:45]=[CH:46][N:47]=1)=[O:42])[CH3:39].N1C=CN=C1.[H-].[Na+]. Product: [CH2:38]([O:40][C:41]([C:43]1[N:44]([CH2:48][CH2:49][CH2:50][O:29][C:26]2[CH:25]=[CH:24][C:23]([C:22]([N:15]3[C:16]4[C:21](=[CH:20][CH:19]=[CH:18][CH:17]=4)[C@H:12]([N:8]([C:9](=[O:11])[CH3:10])[C:5]4[CH:4]=[CH:3][C:2]([Cl:1])=[CH:7][CH:6]=4)[CH2:13][C@@H:14]3[CH3:31])=[O:30])=[CH:28][CH:27]=2)[CH:45]=[CH:46][N:47]=1)=[O:42])[CH3:39]. The catalyst class is: 198. (3) Reactant: [CH3:1][O:2][C:3]1[CH:21]=[C:20]([O:22][CH2:23][C:24]2[N:25]=[C:26]([C:29]3[CH:37]=[CH:36][C:32]([C:33](O)=[O:34])=[CH:31][CH:30]=3)[S:27][CH:28]=2)[C:6]2[CH:7]=[C:8]([C:10]3[N:11]=[C:12]4[N:16]([CH:17]=3)[N:15]=[C:14]([O:18][CH3:19])[S:13]4)[O:9][C:5]=2[CH:4]=1.CCN(C(C)C)C(C)C.[CH3:47][O:48][CH2:49][CH2:50][NH:51][CH3:52].CN(C(ON1N=NC2C=CC=NC1=2)=[N+](C)C)C.F[P-](F)(F)(F)(F)F. Product: [CH3:1][O:2][C:3]1[CH:21]=[C:20]([O:22][CH2:23][C:24]2[N:25]=[C:26]([C:29]3[CH:30]=[CH:31][C:32]([C:33]([N:51]([CH2:50][CH2:49][O:48][CH3:47])[CH3:52])=[O:34])=[CH:36][CH:37]=3)[S:27][CH:28]=2)[C:6]2[CH:7]=[C:8]([C:10]3[N:11]=[C:12]4[N:16]([CH:17]=3)[N:15]=[C:14]([O:18][CH3:19])[S:13]4)[O:9][C:5]=2[CH:4]=1. The catalyst class is: 3.